From a dataset of Catalyst prediction with 721,799 reactions and 888 catalyst types from USPTO. Predict which catalyst facilitates the given reaction. (1) Reactant: [CH3:1][N:2]([CH3:16])[CH2:3][CH2:4][CH2:5][N:6]([C:8]1[CH:15]=[CH:14]C=[CH:12][C:9]=1C=O)[CH3:7].[S:17]([O:22]C)(O[CH3:21])(=[O:19])=[O:18].[C:24]([O:27][CH2:28][CH3:29])(=O)C. Product: [CH3:24][S:17]([O-:22])(=[O:19])=[O:18].[CH:28]([C:29]1[CH:12]=[CH:9][C:8]([N:6]([CH3:7])[CH2:5][CH2:4][CH2:3][N+:2]([CH3:1])([CH3:16])[CH3:21])=[CH:15][CH:14]=1)=[O:27]. The catalyst class is: 4. (2) Reactant: [CH2:1]([O:3][P:4]([CH:9]([OH:29])[CH2:10][C@@H:11]([OH:28])[C@@H:12]([OH:27])[C@@H:13]([OH:26])[CH2:14][N:15]([O:18]CC1C=CC=CC=1)[CH:16]=[O:17])(=[O:8])[O:5][CH2:6][CH3:7])[CH3:2].CC1C=C2N=C3C(=NC(NC3=O)=O)N(C[C@H](O)[C@H](O)[C@H](O)CO)C2=CC=1C. Product: [CH2:1]([O:3][P:4]([CH:9]([OH:29])[CH2:10][C@@H:11]([OH:28])[C@@H:12]([OH:27])[C@@H:13]([OH:26])[CH2:14][N:15]([CH:16]=[O:17])[OH:18])(=[O:8])[O:5][CH2:6][CH3:7])[CH3:2]. The catalyst class is: 19. (3) Reactant: C([O:3][C:4]([CH:6]1[C:15]([CH2:16][NH:17][C@H:18]([C:26]([O:28][CH3:29])=[O:27])[CH2:19][CH:20]2[CH2:25][CH2:24][CH2:23][CH2:22][CH2:21]2)=[CH:14][C:13]2[C:8](=[CH:9][CH:10]=[CH:11][C:12]=2[Cl:30])[O:7]1)=O)C. Product: [CH3:29][O:28][C:26](=[O:27])[C@@H:18]([N:17]1[CH2:16][C:15]2=[CH:14][C:13]3[C:12]([Cl:30])=[CH:11][CH:10]=[CH:9][C:8]=3[O:7][CH:6]2[C:4]1=[O:3])[CH2:19][CH:20]1[CH2:25][CH2:24][CH2:23][CH2:22][CH2:21]1. The catalyst class is: 10.